This data is from Reaction yield outcomes from USPTO patents with 853,638 reactions. The task is: Predict the reaction yield, written as a fraction of the theoretical maximum amount of product (1.0 means a 100% yield; for example, 0.34 means a 34% yield). (1) The reactants are OC1C=C(N[C:9]2[N:14]=[C:13]([NH:15][C:16]3[CH:21]=[CH:20][CH:19]=[C:18]([OH:22])[CH:17]=3)[C:12]([F:23])=[CH:11][N:10]=2)C=CC=1.[OH:24][C:25]1[C:26]([CH3:32])=[C:27]([CH:29]=[CH:30][CH:31]=1)[NH2:28].Cl[C:34]1N=C(Cl)C(F)=CN=1. No catalyst specified. The product is [OH:24][C:25]1[C:26]([CH3:32])=[C:27]([NH:28][C:9]2[N:14]=[C:13]([NH:15][C:16]3[CH:21]=[CH:20][CH:19]=[C:18]([OH:22])[C:17]=3[CH3:34])[C:12]([F:23])=[CH:11][N:10]=2)[CH:29]=[CH:30][CH:31]=1. The yield is 0.880. (2) The reactants are [F:1][C:2]1[CH:7]=[C:6]([S:8]([CH3:11])(=[O:10])=[O:9])[CH:5]=[CH:4][C:3]=1[C:12]1[CH:13]=[C:14]2[C:18](=[CH:19][CH:20]=1)[N:17]([CH:21]1[CH2:26][CH2:25][N:24](C(OC(C)(C)C)=O)[CH2:23][CH2:22]1)[CH:16]=[CH:15]2.FC(F)(F)C(O)=O.C([O-])(O)=O.[Na+]. The catalyst is C(Cl)Cl. The product is [F:1][C:2]1[CH:7]=[C:6]([S:8]([CH3:11])(=[O:9])=[O:10])[CH:5]=[CH:4][C:3]=1[C:12]1[CH:13]=[C:14]2[C:18](=[CH:19][CH:20]=1)[N:17]([CH:21]1[CH2:22][CH2:23][NH:24][CH2:25][CH2:26]1)[CH:16]=[CH:15]2. The yield is 0.900. (3) The reactants are [OH:1][C:2]1[CH:11]=[C:10]2[C:5]([CH2:6][CH2:7][CH2:8][C:9]2=[O:12])=[CH:4][CH:3]=1.[Br:13][C:14]1[CH:19]=[CH:18][C:17]([Cl:20])=[CH:16][C:15]=1[CH2:21]Br.C(=O)([O-])[O-].[K+].[K+]. The catalyst is CN(C)C=O.C(OCC)(=O)C. The product is [Br:13][C:14]1[CH:19]=[CH:18][C:17]([Cl:20])=[CH:16][C:15]=1[CH2:21][O:1][C:2]1[CH:11]=[C:10]2[C:5]([CH2:6][CH2:7][CH2:8][C:9]2=[O:12])=[CH:4][CH:3]=1. The yield is 0.890. (4) The product is [CH:19]([C:22]1[CH:23]=[CH:24][C:25]([O:26][CH2:27][C:28]([NH:30][C:31]2[C:32]3[N:33]=[CH:34][N:35]([C:67]=3[N:68]=[CH:69][N:70]=2)[C@@H:36]2[O:66][C@H:40]([CH2:41][O:42][C:43]([C:60]3[CH:65]=[CH:64][CH:63]=[CH:62][CH:61]=3)([C:44]3[CH:49]=[CH:48][C:47]([O:50][CH3:51])=[CH:46][CH:45]=3)[C:52]3[CH:57]=[CH:56][C:55]([O:58][CH3:59])=[CH:54][CH:53]=3)[C@@H:38]([O:39][P:8]([N:12]([CH:13]([CH3:14])[CH3:15])[CH:16]([CH3:17])[CH3:18])([O:9][CH2:93][CH2:92][O:91][CH2:90][CH2:89][O:88][C@@H:87]3[O:95][C@H:96]([CH2:107][O:108][C:109](=[O:111])[CH3:110])[C@@H:97]([O:103][C:104](=[O:106])[CH3:105])[C@H:98]([O:99][C:100](=[O:102])[CH3:101])[C@H:86]3[O:85][C:82](=[O:84])[CH3:83])=[O:10])[CH2:37]2)=[O:29])=[CH:71][CH:72]=1)([CH3:21])[CH3:20]. The yield is 0.651. The catalyst is ClCCl. The reactants are C(N([P:8]([N:12]([CH:16]([CH3:18])[CH3:17])[CH:13]([CH3:15])[CH3:14])(Cl)([O-:10])[O-:9])C(C)C)(C)C.[CH:19]([C:22]1[CH:72]=[CH:71][C:25]([O:26][CH2:27][C:28]([NH:30][C:31]2[C:32]3[N:33]=[CH:34][N:35]([C:67]=3[N:68]=[CH:69][N:70]=2)[C@@H:36]2[O:66][C@H:40]([CH2:41][O:42][C:43]([C:60]3[CH:65]=[CH:64][CH:63]=[CH:62][CH:61]=3)([C:52]3[CH:57]=[CH:56][C:55]([O:58][CH3:59])=[CH:54][CH:53]=3)[C:44]3[CH:49]=[CH:48][C:47]([O:50][CH3:51])=[CH:46][CH:45]=3)[C@@H:38]([OH:39])[CH2:37]2)=[O:29])=[CH:24][CH:23]=1)([CH3:21])[CH3:20].C(N(C(C)C)C(C)C)C.[C:82]([O:85][C@@H:86]1[C@@H:98]([O:99][C:100](=[O:102])[CH3:101])[C@H:97]([O:103][C:104](=[O:106])[CH3:105])[C@@H:96]([CH2:107][O:108][C:109](=[O:111])[CH3:110])[O:95][C@H:87]1[O:88][CH2:89][CH2:90][O:91][CH2:92][CH2:93]O)(=[O:84])[CH3:83].N1C=NN=N1.